This data is from Peptide-MHC class I binding affinity with 185,985 pairs from IEDB/IMGT. The task is: Regression. Given a peptide amino acid sequence and an MHC pseudo amino acid sequence, predict their binding affinity value. This is MHC class I binding data. (1) The peptide sequence is VIRLLIWAY. The MHC is HLA-A31:01 with pseudo-sequence HLA-A31:01. The binding affinity (normalized) is 0.260. (2) The peptide sequence is YLLSGAGEHL. The MHC is HLA-A02:02 with pseudo-sequence HLA-A02:02. The binding affinity (normalized) is 0.830.